This data is from Reaction yield outcomes from USPTO patents with 853,638 reactions. The task is: Predict the reaction yield, written as a fraction of the theoretical maximum amount of product (1.0 means a 100% yield; for example, 0.34 means a 34% yield). (1) The reactants are [C:1]([O:5][C:6](=[O:22])[NH:7][C@H:8]([C:19](=O)[NH2:20])[CH2:9][C:10]1[CH:15]=[CH:14][C:13]([N+:16]([O-:18])=[O:17])=[CH:12][CH:11]=1)([CH3:4])([CH3:3])[CH3:2].COC1C=CC(P2(SP(C3C=CC(OC)=CC=3)(=S)S2)=[S:32])=CC=1. The catalyst is C1COCC1. The product is [C:1]([O:5][C:6](=[O:22])[NH:7][C@H:8]([C:19](=[S:32])[NH2:20])[CH2:9][C:10]1[CH:15]=[CH:14][C:13]([N+:16]([O-:18])=[O:17])=[CH:12][CH:11]=1)([CH3:4])([CH3:3])[CH3:2]. The yield is 0.830. (2) The reactants are Br[C:2]1[CH:7]=[CH:6][CH:5]=[CH:4][C:3]=1[CH2:8][CH2:9][O:10][CH:11]1[CH2:16][CH2:15][CH2:14][CH2:13][O:12]1.[B:17](OC(C)C)([O:22]C(C)C)[O:18]C(C)C.C([Li])CCC. The catalyst is O1CCCC1.CCCCCC. The product is [O:12]1[CH2:13][CH2:14][CH2:15][CH2:16][CH:11]1[O:10][CH2:9][CH2:8][C:3]1[CH:4]=[CH:5][CH:6]=[CH:7][C:2]=1[B:17]([OH:22])[OH:18]. The yield is 0.566. (3) The reactants are Cl[C:2]1[C:3]2[C@H:10]([CH3:11])[CH2:9][CH2:8][C:4]=2[N:5]=[CH:6][N:7]=1.[OH:12][C:13]1[CH:18]=[CH:17][C:16](B(O)O)=[CH:15][CH:14]=1.C(=O)([O-])[O-].[Na+].[Na+]. The catalyst is C(O)(C)C.O.CCOC(C)=O.Cl[Pd](Cl)([P](C1C=CC=CC=1)(C1C=CC=CC=1)C1C=CC=CC=1)[P](C1C=CC=CC=1)(C1C=CC=CC=1)C1C=CC=CC=1. The product is [CH3:11][C@H:10]1[C:3]2[C:2]([C:16]3[CH:17]=[CH:18][C:13]([OH:12])=[CH:14][CH:15]=3)=[N:7][CH:6]=[N:5][C:4]=2[CH2:8][CH2:9]1. The yield is 0.870. (4) The reactants are C([NH:8][C@H:9]1[CH2:13][CH2:12][C@H:11]([C:14]2[C:22]3[C:17](=[CH:18][CH:19]=[CH:20][CH:21]=3)[NH:16][CH:15]=2)[CH2:10]1)C1C=CC=CC=1.C([O-])=O.[NH4+]. No catalyst specified. The product is [NH:16]1[C:17]2[C:22](=[CH:21][CH:20]=[CH:19][CH:18]=2)[C:14]([C@H:11]2[CH2:12][CH2:13][C@H:9]([NH2:8])[CH2:10]2)=[CH:15]1. The yield is 0.890. (5) The reactants are [F:1][C:2]([F:27])([F:26])[C:3]1[CH:4]=[C:5]([C:13]2[CH2:18][CH2:17][N:16](C(OC(C)(C)C)=O)[CH2:15][CH:14]=2)[CH:6]=[C:7]([C:9]([F:12])([F:11])[F:10])[CH:8]=1.[ClH:28]. The catalyst is C(Cl)Cl.CCOCC. The product is [ClH:28].[F:27][C:2]([F:1])([F:26])[C:3]1[CH:4]=[C:5]([C:13]2[CH2:18][CH2:17][NH:16][CH2:15][CH:14]=2)[CH:6]=[C:7]([C:9]([F:11])([F:12])[F:10])[CH:8]=1. The yield is 0.600. (6) The product is [CH2:20]([S:19][C:17]1[CH:18]=[C:13]2[C:12]([C:24]3[CH:25]=[N:26][NH:27][CH:28]=3)=[CH:11][NH:10][C:14]2=[N:15][CH:16]=1)[CH2:21][CH2:22][CH3:23]. The catalyst is C(O)C. The yield is 0.350. The reactants are C1(S([N:10]2[C:14]3=[N:15][CH:16]=[C:17]([S:19][CH2:20][CH2:21][CH2:22][CH3:23])[CH:18]=[C:13]3[C:12]([C:24]3[CH:25]=[N:26][NH:27][CH:28]=3)=[CH:11]2)(=O)=O)C=CC=CC=1.[OH-].[Na+]. (7) The reactants are [C:1]([C:5]1[CH:48]=[CH:47][C:8]([C:9]([NH:11][C@@H:12]([CH2:20][C:21]2[CH:26]=[CH:25][C:24]([C:27]3[N:32]=[CH:31][C:30]([C:33]4[CH:38]=[CH:37][C:36]([O:39][CH2:40][CH2:41][CH2:42][CH2:43][CH2:44][CH2:45][CH3:46])=[CH:35][CH:34]=4)=[CH:29][N:28]=3)=[CH:23][CH:22]=2)[C:13]([NH:15][CH2:16][C:17](O)=[O:18])=[O:14])=[O:10])=[CH:7][CH:6]=1)([CH3:4])([CH3:3])[CH3:2].[CH3:49][S:50]([NH2:53])(=[O:52])=[O:51].CN(C(ON1N=NC2C=CC=NC1=2)=[N+](C)C)C.F[P-](F)(F)(F)(F)F. The catalyst is CN(C1C=CN=CC=1)C.C(Cl)Cl. The product is [C:1]([C:5]1[CH:6]=[CH:7][C:8]([C:9]([NH:11][C@@H:12]([CH2:20][C:21]2[CH:26]=[CH:25][C:24]([C:27]3[N:32]=[CH:31][C:30]([C:33]4[CH:34]=[CH:35][C:36]([O:39][CH2:40][CH2:41][CH2:42][CH2:43][CH2:44][CH2:45][CH3:46])=[CH:37][CH:38]=4)=[CH:29][N:28]=3)=[CH:23][CH:22]=2)[C:13]([NH:15][CH2:16][C:17]([NH:53][S:50]([CH3:49])(=[O:52])=[O:51])=[O:18])=[O:14])=[O:10])=[CH:47][CH:48]=1)([CH3:3])([CH3:2])[CH3:4]. The yield is 0.110.